From a dataset of Full USPTO retrosynthesis dataset with 1.9M reactions from patents (1976-2016). Predict the reactants needed to synthesize the given product. Given the product [CH2:4]([S:8]([O:11][C:12]1[CH:17]=[CH:16][C:15]([CH2:18][CH2:19][CH2:20][C:21]2[CH:26]=[CH:25][C:24]([CH2:27][CH2:28][C:29]([OH:31])=[O:30])=[CH:23][C:22]=2[O:33][CH2:34][C:35]2[CH:40]=[CH:39][C:38]([F:41])=[CH:37][CH:36]=2)=[CH:14][C:13]=1[O:42][CH3:43])(=[O:9])=[O:10])[CH2:5][CH2:6][CH3:7], predict the reactants needed to synthesize it. The reactants are: O.[OH-].[Li+].[CH2:4]([S:8]([O:11][C:12]1[CH:17]=[CH:16][C:15]([CH2:18][CH2:19][CH2:20][C:21]2[CH:26]=[CH:25][C:24]([CH2:27][CH2:28][C:29]([O:31]C)=[O:30])=[CH:23][C:22]=2[O:33][CH2:34][C:35]2[CH:40]=[CH:39][C:38]([F:41])=[CH:37][CH:36]=2)=[CH:14][C:13]=1[O:42][CH3:43])(=[O:10])=[O:9])[CH2:5][CH2:6][CH3:7].O.C(O)(=O)C.